From a dataset of Forward reaction prediction with 1.9M reactions from USPTO patents (1976-2016). Predict the product of the given reaction. (1) Given the reactants [NH2:1][C:2]1[CH:3]=[N:4][C:5]2[C:10]([C:11]=1[NH:12][CH2:13][CH2:14][NH:15][S:16]([CH3:19])(=[O:18])=[O:17])=[CH:9][CH:8]=[C:7]([Br:20])[CH:6]=2.[C:21](Cl)(=O)[CH2:22][CH2:23][CH2:24][CH3:25], predict the reaction product. The product is: [Br:20][C:7]1[CH:8]=[CH:9][C:10]2[C:11]3[N:12]([CH2:13][CH2:14][NH:15][S:16]([CH3:19])(=[O:17])=[O:18])[C:21]([CH2:22][CH2:23][CH2:24][CH3:25])=[N:1][C:2]=3[CH:3]=[N:4][C:5]=2[CH:6]=1. (2) Given the reactants [N:1]1[CH:6]=[CH:5][N:4]=[CH:3][C:2]=1[C:7]([OH:9])=[O:8].S(=O)(=O)(O)O.[CH3:15]O, predict the reaction product. The product is: [N:1]1[CH:6]=[CH:5][N:4]=[CH:3][C:2]=1[C:7]([O:9][CH3:15])=[O:8]. (3) Given the reactants [C:9](O[C:9]([O:11][C:12]([CH3:15])([CH3:14])[CH3:13])=[O:10])([O:11][C:12]([CH3:15])([CH3:14])[CH3:13])=[O:10].[NH:16]1[CH2:21][CH2:20][NH:19][CH2:18][CH2:17]1, predict the reaction product. The product is: [N:16]1([C:9]([O:11][C:12]([CH3:13])([CH3:14])[CH3:15])=[O:10])[CH2:21][CH2:20][NH:19][CH2:18][CH2:17]1. (4) Given the reactants Cl[CH2:2][C:3]1[N:4]=[C:5]([C:9]2[CH:10]=[C:11]([CH:16]=[CH:17][CH:18]=2)[C:12]([O:14][CH3:15])=[O:13])[O:6][C:7]=1[CH3:8].C(=O)([O-])[O-].[K+].[K+].[O:25]=[CH:26][C:27]1[CH:35]=[CH:34][C:32]([OH:33])=[C:29]([O:30][CH3:31])[CH:28]=1.CN(C)C=O, predict the reaction product. The product is: [CH:26]([C:27]1[CH:35]=[CH:34][C:32]([O:33][CH2:2][C:3]2[N:4]=[C:5]([C:9]3[CH:10]=[C:11]([CH:16]=[CH:17][CH:18]=3)[C:12]([O:14][CH3:15])=[O:13])[O:6][C:7]=2[CH3:8])=[C:29]([O:30][CH3:31])[CH:28]=1)=[O:25].